Dataset: Reaction yield outcomes from USPTO patents with 853,638 reactions. Task: Predict the reaction yield, written as a fraction of the theoretical maximum amount of product (1.0 means a 100% yield; for example, 0.34 means a 34% yield). (1) The reactants are [NH2:1][C:2]1[C:11]([O:12][CH3:13])=[N:10][C:9]2[C:4](=[CH:5][CH:6]=[C:7]([F:14])[CH:8]=2)[N:3]=1.Cl[C:16]([O:18][CH2:19][CH3:20])=[O:17].N1C=CC=CC=1. The catalyst is ClCCl. The product is [F:14][C:7]1[CH:8]=[C:9]2[C:4](=[CH:5][CH:6]=1)[N:3]=[C:2]([NH:1][C:16](=[O:17])[O:18][CH2:19][CH3:20])[C:11]([O:12][CH3:13])=[N:10]2. The yield is 0.950. (2) The reactants are [CH:1]12[N:7]([CH2:8][CH2:9][O:10][C:11]3[CH:16]=[CH:15][C:14]([NH2:17])=[CH:13][C:12]=3[C:18]3[N:19]([CH3:24])[N:20]=[CH:21][C:22]=3[Br:23])[CH:4]([CH2:5][CH2:6]1)[CH2:3][CH2:2]2.C1C([N+]([O-])=O)=CC=C([Cl-][C:35]([O-])=[O:36])C=1.[F:38][C:39]([F:49])([F:48])[C:40]1[CH:41]=[C:42]([CH:45]=[CH:46][CH:47]=1)[CH2:43][NH2:44].C(N(CC)C(C)C)(C)C. The catalyst is ClCCCl. The product is [CH:4]12[N:7]([CH2:8][CH2:9][O:10][C:11]3[CH:16]=[CH:15][C:14]([NH:17][C:35]([NH:44][CH2:43][C:42]4[CH:45]=[CH:46][CH:47]=[C:40]([C:39]([F:48])([F:49])[F:38])[CH:41]=4)=[O:36])=[CH:13][C:12]=3[C:18]3[N:19]([CH3:24])[N:20]=[CH:21][C:22]=3[Br:23])[CH:1]([CH2:2][CH2:3]1)[CH2:6][CH2:5]2. The yield is 0.650.